The task is: Regression. Given two drug SMILES strings and cell line genomic features, predict the synergy score measuring deviation from expected non-interaction effect.. This data is from Merck oncology drug combination screen with 23,052 pairs across 39 cell lines. (1) Drug 1: CCC1(O)CC2CN(CCc3c([nH]c4ccccc34)C(C(=O)OC)(c3cc4c(cc3OC)N(C)C3C(O)(C(=O)OC)C(OC(C)=O)C5(CC)C=CCN6CCC43C65)C2)C1. Drug 2: C=CCn1c(=O)c2cnc(Nc3ccc(N4CCN(C)CC4)cc3)nc2n1-c1cccc(C(C)(C)O)n1. Cell line: MDAMB436. Synergy scores: synergy=0.118. (2) Drug 1: CN1C(=O)C=CC2(C)C3CCC4(C)C(NC(=O)OCC(F)(F)F)CCC4C3CCC12. Drug 2: COC1=C2CC(C)CC(OC)C(O)C(C)C=C(C)C(OC(N)=O)C(OC)C=CC=C(C)C(=O)NC(=CC1=O)C2=O. Cell line: ES2. Synergy scores: synergy=8.01. (3) Drug 1: COc1cccc2c1C(=O)c1c(O)c3c(c(O)c1C2=O)CC(O)(C(=O)CO)CC3OC1CC(N)C(O)C(C)O1. Drug 2: O=C(CCCCCCC(=O)Nc1ccccc1)NO. Cell line: OVCAR3. Synergy scores: synergy=-6.52. (4) Drug 1: Cc1nc(Nc2ncc(C(=O)Nc3c(C)cccc3Cl)s2)cc(N2CCN(CCO)CC2)n1. Drug 2: COC1CC2CCC(C)C(O)(O2)C(=O)C(=O)N2CCCCC2C(=O)OC(C(C)CC2CCC(OP(C)(C)=O)C(OC)C2)CC(=O)C(C)C=C(C)C(O)C(OC)C(=O)C(C)CC(C)C=CC=CC=C1C. Cell line: UWB1289BRCA1. Synergy scores: synergy=-2.76. (5) Drug 1: CN(Cc1cnc2nc(N)nc(N)c2n1)c1ccc(C(=O)NC(CCC(=O)O)C(=O)O)cc1. Drug 2: Cn1cc(-c2cnn3c(N)c(Br)c(C4CCCNC4)nc23)cn1. Cell line: DLD1. Synergy scores: synergy=3.01. (6) Drug 1: CCC1(O)CC2CN(CCc3c([nH]c4ccccc34)C(C(=O)OC)(c3cc4c(cc3OC)N(C)C3C(O)(C(=O)OC)C(OC(C)=O)C5(CC)C=CCN6CCC43C65)C2)C1. Drug 2: Cn1cc(-c2cnn3c(N)c(Br)c(C4CCCNC4)nc23)cn1. Cell line: MDAMB436. Synergy scores: synergy=-11.3. (7) Drug 1: CCC1=CC2CN(C1)Cc1c([nH]c3ccccc13)C(C(=O)OC)(c1cc3c(cc1OC)N(C)C1C(O)(C(=O)OC)C(OC(C)=O)C4(CC)C=CCN5CCC31C54)C2. Drug 2: O=C(CCCCCCC(=O)Nc1ccccc1)NO. Cell line: NCIH1650. Synergy scores: synergy=4.11.